This data is from Forward reaction prediction with 1.9M reactions from USPTO patents (1976-2016). The task is: Predict the product of the given reaction. Given the reactants [Br-].[Li+].Cl[P:4](Cl)[C:5]1[CH:10]=[CH:9][CH:8]=[CH:7][CH:6]=1.[C:12]([Mg]Cl)([CH3:15])([CH3:14])[CH3:13].[H+].[B-:19]([F:23])([F:22])([F:21])[F:20], predict the reaction product. The product is: [F:20][B-:19]([F:23])([F:22])[F:21].[C:12]([PH+:4]([C:12]([CH3:15])([CH3:14])[CH3:13])[C:5]1[CH:10]=[CH:9][CH:8]=[CH:7][CH:6]=1)([CH3:15])([CH3:14])[CH3:13].